From a dataset of Full USPTO retrosynthesis dataset with 1.9M reactions from patents (1976-2016). Predict the reactants needed to synthesize the given product. (1) Given the product [Cl:1][C:2]1[CH:7]=[C:6]([Cl:8])[CH:5]=[CH:4][C:3]=1[C:9]1[C:29](=[O:30])[N:28]([CH3:31])[C:12]2[N:13]([CH3:27])[C:14]3[C:19]([C:11]=2[CH:10]=1)=[CH:18][C:17]([C:20]1[N:21]=[CH:22][S:23][CH:24]=1)=[CH:16][CH:15]=3, predict the reactants needed to synthesize it. The reactants are: [Cl:1][C:2]1[CH:7]=[C:6]([Cl:8])[CH:5]=[CH:4][C:3]=1[C:9]1[C:29](=[O:30])[N:28]([CH3:31])[C:12]2[N:13]([CH3:27])[C:14]3[C:19]([C:11]=2[CH:10]=1)=[CH:18][C:17]([C:20]1[N:21]=[C:22](CO)[S:23][CH:24]=1)=[CH:16][CH:15]=3.[H-].[Na+].C1(Br)CC1.O. (2) Given the product [F:1][C:2]1[CH:3]=[C:4]([C:5]2[NH:21][N:20]=[N:19][N:6]=2)[CH:7]=[C:8]([B:10]2[O:14][C:13]([CH3:16])([CH3:15])[C:12]([CH3:18])([CH3:17])[O:11]2)[CH:9]=1, predict the reactants needed to synthesize it. The reactants are: [F:1][C:2]1[CH:3]=[C:4]([CH:7]=[C:8]([B:10]2[O:14][C:13]([CH3:16])([CH3:15])[C:12]([CH3:18])([CH3:17])[O:11]2)[CH:9]=1)[C:5]#[N:6].[N:19]([Si](C)(C)C)=[N+:20]=[N-:21].C([Sn](=O)CCCC)CCC. (3) The reactants are: [NH2:1][C:2]1([C:14]([O:16][CH3:17])=[O:15])[CH2:7][CH2:6][C:5]([O:12][CH3:13])([C:8]([F:11])([F:10])[F:9])[CH2:4][CH2:3]1.C(N(CC)CC)C.[Cl:25][C:26]1[CH:31]=[CH:30][C:29]([C:32]2[CH:37]=[CH:36][C:35]([CH3:38])=[C:34]([CH2:39][C:40](Cl)=[O:41])[CH:33]=2)=[CH:28][C:27]=1[F:43]. Given the product [Cl:25][C:26]1[CH:31]=[CH:30][C:29]([C:32]2[CH:37]=[CH:36][C:35]([CH3:38])=[C:34]([CH2:39][C:40]([NH:1][C:2]3([C:14]([O:16][CH3:17])=[O:15])[CH2:3][CH2:4][C:5]([O:12][CH3:13])([C:8]([F:11])([F:10])[F:9])[CH2:6][CH2:7]3)=[O:41])[CH:33]=2)=[CH:28][C:27]=1[F:43], predict the reactants needed to synthesize it.